Dataset: Catalyst prediction with 721,799 reactions and 888 catalyst types from USPTO. Task: Predict which catalyst facilitates the given reaction. (1) Reactant: [OH:1][C:2]1[CH:7]=[CH:6][C:5]([C:8](=[O:28])[CH2:9][NH:10][C:11]([C@@:13]2([CH3:27])[CH2:17][O:16][C:15]([CH3:19])([CH3:18])[N:14]2[C:20]([O:22][C:23]([CH3:26])([CH3:25])[CH3:24])=[O:21])=[O:12])=[CH:4][C:3]=1[C:29]([F:32])([F:31])[F:30].[C:33]1([CH2:39][CH2:40][CH2:41][CH2:42][CH2:43][CH2:44]O)[CH:38]=[CH:37][CH:36]=[CH:35][CH:34]=1.C1C=CC(P(C2C=CC=CC=2)C2C=CC=CC=2)=CC=1.CC(OC(/N=N/C(OC(C)C)=O)=O)C. Product: [CH3:18][C:15]1([CH3:19])[N:14]([C:20]([O:22][C:23]([CH3:24])([CH3:25])[CH3:26])=[O:21])[C@@:13]([CH3:27])([C:11](=[O:12])[NH:10][CH2:9][C:8](=[O:28])[C:5]2[CH:6]=[CH:7][C:2]([O:1][CH2:44][CH2:43][CH2:42][CH2:41][CH2:40][CH2:39][C:33]3[CH:38]=[CH:37][CH:36]=[CH:35][CH:34]=3)=[C:3]([C:29]([F:31])([F:32])[F:30])[CH:4]=2)[CH2:17][O:16]1. The catalyst class is: 2. (2) Reactant: Br[CH2:2][CH2:3][CH2:4][CH2:5][CH2:6][C:7]([NH:9][C:10]1[C:11]([S:21][CH:22]([CH3:24])[CH3:23])=[N:12][C:13]([CH3:20])=[CH:14][C:15]=1[S:16][CH:17]([CH3:19])[CH3:18])=[O:8].[SH:25][C:26]1[O:27][C:28]2[CH:34]=[CH:33][CH:32]=[CH:31][C:29]=2[N:30]=1.C(=O)([O-])[O-].[K+].[K+].C1OCCOCCOCCOCCOCCOC1. Product: [O:27]1[C:28]2[CH:34]=[CH:33][CH:32]=[CH:31][C:29]=2[N:30]=[C:26]1[S:25][CH2:2][CH2:3][CH2:4][CH2:5][CH2:6][C:7]([NH:9][C:10]1[C:11]([S:21][CH:22]([CH3:24])[CH3:23])=[N:12][C:13]([CH3:20])=[CH:14][C:15]=1[S:16][CH:17]([CH3:19])[CH3:18])=[O:8]. The catalyst class is: 3. (3) Reactant: [Cl:1][C:2]1[CH:7]=[CH:6][C:5]([C:8]2[CH:13]=[C:12]([Cl:14])[CH:11]=[CH:10][C:9]=2[CH2:15]Br)=[CH:4][N:3]=1.ClC1C=CC([Mg]Br)=CC=1.ClC1C=CC(C=[O:34])=CN=1. Product: [Cl:1][C:2]1[CH:7]=[CH:6][C:5]([C:8]2[CH:13]=[C:12]([Cl:14])[CH:11]=[CH:10][C:9]=2[CH2:15][OH:34])=[CH:4][N:3]=1. The catalyst class is: 7. (4) Reactant: [CH2:1]([NH:8][CH2:9][C:10]1[CH:15]=[CH:14][C:13]([N+:16]([O-:18])=[O:17])=[C:12]([O:19][CH3:20])[CH:11]=1)[C:2]1[CH:7]=[CH:6][CH:5]=[CH:4][CH:3]=1.[CH3:21][C:22]([O:25][C:26](O[C:26]([O:25][C:22]([CH3:24])([CH3:23])[CH3:21])=[O:27])=[O:27])([CH3:24])[CH3:23]. Product: [C:22]([O:25][C:26](=[O:27])[N:8]([CH2:1][C:2]1[CH:7]=[CH:6][CH:5]=[CH:4][CH:3]=1)[CH2:9][C:10]1[CH:15]=[CH:14][C:13]([N+:16]([O-:18])=[O:17])=[C:12]([O:19][CH3:20])[CH:11]=1)([CH3:24])([CH3:23])[CH3:21]. The catalyst class is: 4. (5) Reactant: [K].[C:2]([O-])([CH3:5])([CH3:4])C.[Cl:7][C:8]1[CH:9]=[C:10]2[C:14](=[CH:15][CH:16]=1)[NH:13][C:12](=[O:17])[C:11]2([NH:24][C:25]([N:27]1[CH2:32][CH2:31][N:30](N2CCC(C)CC2)[CH2:29][CH2:28]1)=[O:26])[C:18]1[CH:23]=[CH:22][CH:21]=[CH:20][CH:19]=1.[CH3:40][O:41][C:42]1[CH:47]=[C:46]([O:48][CH3:49])[CH:45]=[CH:44][C:43]=1[S:50]([Cl:53])(=[O:52])=[O:51].[C:54](=[O:57])([O-])[O-].[K+].[K+]. Product: [ClH:7].[ClH:53].[CH3:40][O:41][C:42]1[CH:47]=[C:46]([O:48][CH3:49])[CH:45]=[CH:44][C:43]=1[S:50]([N:13]1[C:14]2[C:10](=[CH:9][C:8]([Cl:7])=[CH:16][CH:15]=2)[C:11]([NH:24][C:25]([N:27]2[CH2:32][CH2:31][N:30]([CH:4]3[CH2:2][CH2:5][N:13]([CH3:14])[CH2:12][CH2:11]3)[CH2:29][CH2:28]2)=[O:26])([C:18]2[CH:19]=[CH:20][CH:21]=[CH:22][C:23]=2[O:57][CH3:54])[C:12]1=[O:17])(=[O:52])=[O:51]. The catalyst class is: 9. (6) Reactant: [C:1]([C:3]1[CH:8]=[C:7]([O:9][C:10]2[CH:11]=[C:12]3[C:17](=[CH:18][CH:19]=2)[O:16][CH2:15][CH:14]([NH:20]C(=O)OC(C)(C)C)[CH2:13]3)[CH:6]=[CH:5][N:4]=1)#[N:2]. Product: [NH2:20][CH:14]1[CH2:13][C:12]2[C:17](=[CH:18][CH:19]=[C:10]([O:9][C:7]3[CH:6]=[CH:5][N:4]=[C:3]([C:1]#[N:2])[CH:8]=3)[CH:11]=2)[O:16][CH2:15]1. The catalyst class is: 89.